From a dataset of Catalyst prediction with 721,799 reactions and 888 catalyst types from USPTO. Predict which catalyst facilitates the given reaction. (1) Reactant: Br[CH:2]([C:6]1[CH:11]=[CH:10][C:9]([Cl:12])=[CH:8][CH:7]=1)[C:3]([OH:5])=[O:4].[NH2:13][C:14]1[CH:19]=[CH:18][CH:17]=[CH:16][CH:15]=1. Product: [Cl:12][C:9]1[CH:10]=[CH:11][C:6]([CH:2]([NH:13][C:14]2[CH:19]=[CH:18][CH:17]=[CH:16][CH:15]=2)[C:3]([OH:5])=[O:4])=[CH:7][CH:8]=1. The catalyst class is: 10. (2) Reactant: [CH:1]1([N:4]([CH3:11])[CH2:5]/[CH:6]=[CH:7]/[C:8]([OH:10])=O)[CH2:3][CH2:2]1.CN(C(ON1N=NC2C=CC=CC1=2)=[N+](C)C)C.F[P-](F)(F)(F)(F)F.CCN(CC)CC.[CH3:43][N:44]1[CH2:49][CH2:48][C:47]2[S:50][C:51]([NH:53][C:54](=[O:78])[C:55]3[CH:60]=[CH:59][C:58]([O:61][C:62]4[CH:67]=[CH:66][N:65]=[C:64]5[NH:68][N:69]=[C:70]([NH:71][C@@H:72]6[CH2:77][CH2:76][CH2:75][NH:74][CH2:73]6)[C:63]=45)=[CH:57][CH:56]=3)=[N:52][C:46]=2[CH2:45]1. Product: [CH:1]1([N:4]([CH3:11])[CH2:5]/[CH:6]=[CH:7]/[C:8]([N:74]2[CH2:75][CH2:76][CH2:77][C@@H:72]([NH:71][C:70]3[C:63]4[C:64](=[N:65][CH:66]=[CH:67][C:62]=4[O:61][C:58]4[CH:57]=[CH:56][C:55]([C:54]([NH:53][C:51]5[S:50][C:47]6[CH2:48][CH2:49][N:44]([CH3:43])[CH2:45][C:46]=6[N:52]=5)=[O:78])=[CH:60][CH:59]=4)[NH:68][N:69]=3)[CH2:73]2)=[O:10])[CH2:2][CH2:3]1. The catalyst class is: 3. (3) The catalyst class is: 4. Reactant: [Cl:1][C:2]1[CH:3]=[CH:4][C:5]2[NH:11]/[C:10](=[N:12]\[NH2:13])/[CH:9]([CH2:14][C:15]3[O:16][C:17]([CH2:20][CH2:21][C:22]([O:24][CH3:25])=[O:23])=[CH:18][N:19]=3)[CH2:8][CH:7]([C:26]3[CH:31]=[CH:30][CH:29]=[C:28]([O:32][CH3:33])[C:27]=3[O:34][CH3:35])[C:6]=2[CH:36]=1.[C:37](O[C:37](=O)[CH:38]([CH3:40])[CH3:39])(=O)[CH:38]([CH3:40])[CH3:39].C(O)(=O)C(C)C.C1(C)C=CC=CC=1. Product: [Cl:1][C:2]1[CH:3]=[CH:4][C:5]2[N:11]3[C:37]([CH:38]([CH3:40])[CH3:39])=[N:13][N:12]=[C:10]3[CH:9]([CH2:14][C:15]3[O:16][C:17]([CH2:20][CH2:21][C:22]([O:24][CH3:25])=[O:23])=[CH:18][N:19]=3)[CH2:8][CH:7]([C:26]3[CH:31]=[CH:30][CH:29]=[C:28]([O:32][CH3:33])[C:27]=3[O:34][CH3:35])[C:6]=2[CH:36]=1. (4) Reactant: Cl.[CH3:2][Si:3]([CH3:20])([CH3:19])[CH2:4][CH2:5][O:6][CH2:7][N:8]1[C:12]2=[N:13][CH:14]=[C:15]([NH:17][NH2:18])[N:16]=[C:11]2[CH:10]=[CH:9]1.[CH3:21][CH:22]1[CH2:27][CH2:26][CH2:25][CH2:24][CH:23]1[C:28](O)=[O:29].C(N(CC)CC)C.CCN=C=NCCCN(C)C. Product: [CH3:2][Si:3]([CH3:20])([CH3:19])[CH2:4][CH2:5][O:6][CH2:7][N:8]1[C:12]2=[N:13][CH:14]=[C:15]([NH:17][NH:18][C:28]([CH:23]3[CH2:24][CH2:25][CH2:26][CH2:27][CH:22]3[CH3:21])=[O:29])[N:16]=[C:11]2[CH:10]=[CH:9]1. The catalyst class is: 4. (5) Reactant: Br[C:2]1[C:10]2[C:5](=[CH:6][CH:7]=[CH:8][CH:9]=2)[N:4]([S:11]([C:14]2[CH:19]=[CH:18][CH:17]=[CH:16][CH:15]=2)(=[O:13])=[O:12])[CH:3]=1.[CH3:20][O:21][C:22]1[CH:27]=[CH:26][C:25](B(O)O)=[CH:24][CH:23]=1.C(=O)([O-])O.[Na+]. Product: [CH3:20][O:21][C:22]1[CH:27]=[CH:26][C:25]([C:2]2[C:10]3[C:5](=[CH:6][CH:7]=[CH:8][CH:9]=3)[N:4]([S:11]([C:14]3[CH:19]=[CH:18][CH:17]=[CH:16][CH:15]=3)(=[O:13])=[O:12])[CH:3]=2)=[CH:24][CH:23]=1. The catalyst class is: 104.